This data is from Full USPTO retrosynthesis dataset with 1.9M reactions from patents (1976-2016). The task is: Predict the reactants needed to synthesize the given product. (1) Given the product [CH3:20][O:21][C:22]1[CH:18]=[C:19]2[C:6]([CH2:11][CH2:10][C:9](=[O:13])[C:8]2([CH3:7])[CH3:14])=[CH:5][CH:4]=1, predict the reactants needed to synthesize it. The reactants are: COC1C=[C:11]2[C:6]([CH2:7][CH2:8][C:9](=[O:13])[CH2:10]2)=[CH:5][CH:4]=1.[CH3:14]I.[OH-].[K+].[CH2:18]1[CH2:22][O:21][CH2:20][CH2:19]1. (2) Given the product [Br:12][C:9]1[CH:10]=[CH:11][C:6]([CH:2]([NH:1][C:20]([O:22][C:23]([CH3:26])([CH3:25])[CH3:24])=[O:21])[C:3]([OH:5])=[O:4])=[CH:7][CH:8]=1, predict the reactants needed to synthesize it. The reactants are: [NH2:1][CH:2]([C:6]1[CH:11]=[CH:10][C:9]([Br:12])=[CH:8][CH:7]=1)[C:3]([OH:5])=[O:4].C(N(CC)CC)C.[C:20](O[C:20]([O:22][C:23]([CH3:26])([CH3:25])[CH3:24])=[O:21])([O:22][C:23]([CH3:26])([CH3:25])[CH3:24])=[O:21]. (3) Given the product [N:37]([CH:22]([C:17]1[C:16]([C:11]2[CH:12]=[CH:13][CH:14]=[CH:15][C:10]=2[C:8]([C:5]2[CH:6]=[CH:7][C:2]([Cl:1])=[CH:3][CH:4]=2)=[O:9])=[C:20]([CH3:21])[O:19][N:18]=1)[CH3:23])=[N+:38]=[N-:39], predict the reactants needed to synthesize it. The reactants are: [Cl:1][C:2]1[CH:7]=[CH:6][C:5]([C:8]([C:10]2[CH:15]=[CH:14][CH:13]=[CH:12][C:11]=2[C:16]2[C:17]([CH:22](O)[CH3:23])=[N:18][O:19][C:20]=2[CH3:21])=[O:9])=[CH:4][CH:3]=1.CCN(CC)CC.CS(Cl)(=O)=O.[N-:37]=[N+:38]=[N-:39].[Na+]. (4) Given the product [F:12][C:4]1[CH:3]=[C:2]([OH:14])[CH:7]=[CH:6][C:5]=1[S:8]([NH2:11])(=[O:10])=[O:9], predict the reactants needed to synthesize it. The reactants are: N[C:2]1[CH:7]=[CH:6][C:5]([S:8]([NH2:11])(=[O:10])=[O:9])=[C:4]([F:12])[CH:3]=1.N([O-])=[O:14].[Na+]. (5) Given the product [CH3:1][O:2][C:3]1[CH:4]=[C:5]([CH:20]=[CH:21][C:22]=1[O:23][CH3:24])[C:6]([N:8]1[C:17]2[C:12](=[CH:13][CH:14]=[CH:15][CH:16]=2)[CH:11]([N:25]2[C:34]3[C:29](=[CH:30][C:31]([NH:35][C:36](=[O:42])[O:37][C:38]([CH3:40])([CH3:39])[CH3:41])=[CH:32][CH:33]=3)[CH2:28][CH2:27][CH2:26]2)[CH2:10][CH:9]1[CH3:19])=[O:7], predict the reactants needed to synthesize it. The reactants are: [CH3:1][O:2][C:3]1[CH:4]=[C:5]([CH:20]=[CH:21][C:22]=1[O:23][CH3:24])[C:6]([N:8]1[C:17]2[C:12](=[CH:13][CH:14]=[CH:15][CH:16]=2)[C@H:11](O)[CH2:10][C@@H:9]1[CH3:19])=[O:7].[NH:25]1[C:34]2[C:29](=[CH:30][C:31]([NH:35][C:36](=[O:42])[O:37][C:38]([CH3:41])([CH3:40])[CH3:39])=[CH:32][CH:33]=2)[CH2:28][CH2:27][CH2:26]1. (6) Given the product [O:10]=[C:8]1[CH2:9][CH:2]2[N:11]([C:12]([O:14][CH2:15][C:16]3[CH:21]=[CH:20][CH:19]=[CH:18][CH:17]=3)=[O:13])[CH:6]([CH2:5][O:4][CH2:3]2)[CH2:7]1, predict the reactants needed to synthesize it. The reactants are: Cl.[CH:2]12[NH:11][CH:6]([CH2:7][C:8](=[O:10])[CH2:9]1)[CH2:5][O:4][CH2:3]2.[C:12](Cl)([O:14][CH2:15][C:16]1[CH:21]=[CH:20][CH:19]=[CH:18][CH:17]=1)=[O:13]. (7) Given the product [CH2:1]([N:3]([CH3:26])[C:4]([C:6]1[CH:10]=[C:9]([C:11]2[CH:16]=[CH:15][C:14]([CH2:17][NH:18][S:28]([CH3:27])(=[O:30])=[O:29])=[CH:13][N:12]=2)[N:8]([C:19]2[CH:20]=[N:21][C:22]([CH3:25])=[CH:23][CH:24]=2)[N:7]=1)=[O:5])[CH3:2], predict the reactants needed to synthesize it. The reactants are: [CH2:1]([N:3]([CH3:26])[C:4]([C:6]1[CH:10]=[C:9]([C:11]2[CH:16]=[CH:15][C:14]([CH2:17][NH2:18])=[CH:13][N:12]=2)[N:8]([C:19]2[CH:20]=[N:21][C:22]([CH3:25])=[CH:23][CH:24]=2)[N:7]=1)=[O:5])[CH3:2].[CH3:27][S:28](Cl)(=[O:30])=[O:29]. (8) Given the product [C:9]([C:8]1[CH:11]=[CH:12][C:5]([N:4]([CH2:3][C:2]([CH3:21])([CH3:20])[CH3:1])[CH2:17][CH2:18][O:19][C:23]2[CH:28]=[CH:27][C:26]([S:29]([NH2:32])(=[O:31])=[O:30])=[CH:25][CH:24]=2)=[CH:6][C:7]=1[C:13]([F:14])([F:15])[F:16])#[N:10], predict the reactants needed to synthesize it. The reactants are: [CH3:1][C:2]([CH3:21])([CH3:20])[CH2:3][N:4]([CH2:17][CH2:18][OH:19])[C:5]1[CH:12]=[CH:11][C:8]([C:9]#[N:10])=[C:7]([C:13]([F:16])([F:15])[F:14])[CH:6]=1.O[C:23]1[CH:28]=[CH:27][C:26]([S:29]([NH2:32])(=[O:31])=[O:30])=[CH:25][CH:24]=1.